From a dataset of Forward reaction prediction with 1.9M reactions from USPTO patents (1976-2016). Predict the product of the given reaction. (1) Given the reactants C[O:2][C:3](=O)[C:4]1[CH:9]=[C:8]([CH2:10][O:11][C:12]2[CH:17]=[CH:16][C:15]([C:18]3[CH:23]=[C:22]([F:24])[C:21]([F:25])=[CH:20][C:19]=3[O:26][CH3:27])=[CH:14][CH:13]=2)[CH:7]=[N:6][CH:5]=1.[H-].[Al+3].[Li+].[H-].[H-].[H-], predict the reaction product. The product is: [F:25][C:21]1[C:22]([F:24])=[CH:23][C:18]([C:15]2[CH:14]=[CH:13][C:12]([O:11][CH2:10][C:8]3[CH:9]=[C:4]([CH2:3][OH:2])[CH:5]=[N:6][CH:7]=3)=[CH:17][CH:16]=2)=[C:19]([O:26][CH3:27])[CH:20]=1. (2) Given the reactants OC1C=CC=CC=1C1N=C(N[C@H]2CCN(C(OC(C)(C)C)=O)C2)C2C(=CC=C(C#CCO)C=2)N=1.[CH3:35][O:36][CH2:37]/[CH:38]=[CH:39]/[C:40]1[CH:49]=[C:48]2[C:43]([C:44]([NH:57][C@H:58]3[CH2:62][CH2:61][NH:60][CH2:59]3)=[N:45][C:46]([C:50]3[CH:55]=[CH:54][CH:53]=[CH:52][C:51]=3[OH:56])=[N:47]2)=[CH:42][CH:41]=1, predict the reaction product. The product is: [CH3:35][O:36][CH2:37][CH2:38][CH2:39][C:40]1[CH:49]=[C:48]2[C:43]([C:44]([NH:57][C@H:58]3[CH2:62][CH2:61][NH:60][CH2:59]3)=[N:45][C:46]([C:50]3[CH:55]=[CH:54][CH:53]=[CH:52][C:51]=3[OH:56])=[N:47]2)=[CH:42][CH:41]=1.